From a dataset of Catalyst prediction with 721,799 reactions and 888 catalyst types from USPTO. Predict which catalyst facilitates the given reaction. (1) Reactant: [CH3:1][CH:2]1[CH2:11][C:10]2[N:9]=[C:8]([CH3:12])[C:7]3[NH:13][C:14]4[CH:15]=[CH:16][CH:17]=[CH:18][C:19]=4[C:6]=3[C:5]=2[C:4](=O)[CH2:3]1.N1C=CC=CC=1.Cl.[NH2:28][OH:29]. Product: [CH3:1][CH:2]1[CH2:11][C:10]2[N:9]=[C:8]([CH3:12])[C:7]3[NH:13][C:14]4[CH:15]=[CH:16][CH:17]=[CH:18][C:19]=4[C:6]=3[C:5]=2[C:4](=[N:28][OH:29])[CH2:3]1. The catalyst class is: 8. (2) The catalyst class is: 98. Reactant: [CH2:1]([NH:8][C@H:9]1[CH2:13][O:12][C@@H:11]2[C@H:14]([O:17][Si:18]([C:21]([CH3:24])([CH3:23])[CH3:22])([CH3:20])[CH3:19])[CH2:15][O:16][C@H:10]12)[C:2]1[CH:7]=[CH:6][CH:5]=[CH:4][CH:3]=1.C(N(CC)CC)C.[CH:32]1([N:38]=[C:39]=[O:40])[CH2:37][CH2:36][CH2:35][CH2:34][CH2:33]1.C(=O)(O)[O-].[Na+]. Product: [CH2:1]([N:8]([C@H:9]1[CH2:13][O:12][C@@H:11]2[C@H:14]([O:17][Si:18]([C:21]([CH3:24])([CH3:23])[CH3:22])([CH3:19])[CH3:20])[CH2:15][O:16][C@H:10]12)[C:39]([NH:38][CH:32]1[CH2:37][CH2:36][CH2:35][CH2:34][CH2:33]1)=[O:40])[C:2]1[CH:3]=[CH:4][CH:5]=[CH:6][CH:7]=1. (3) Product: [NH:7]1[C:15]2[C:10](=[CH:11][CH:12]=[CH:13][CH:14]=2)[C:9]([C:17](=[O:23])[C:18]([O:20][CH2:21][CH3:22])=[O:19])=[CH:8]1. Reactant: N1C=CC=CC=1.[NH:7]1[C:15]2[C:10](=[CH:11][CH:12]=[CH:13][CH:14]=2)[CH:9]=[CH:8]1.Cl[C:17](=[O:23])[C:18]([O:20][CH2:21][CH3:22])=[O:19]. The catalyst class is: 27. (4) Reactant: [C:1]([N:5]1[CH2:10][CH2:9][CH2:8][C@@H:7]([NH:11][C:12]2[C:17]([F:18])=[CH:16][N:15]=[C:14]([NH:19][C:20]3[CH:21]=[C:22]4[C:27](=[CH:28][CH:29]=3)[CH2:26][N:25](C(OC(C)(C)C)=O)[CH2:24][CH2:23]4)[N:13]=2)[CH2:6]1)(=[O:4])[CH:2]=[CH2:3].C([O-])([O-])=O.[K+].[K+].[O:43]1[CH2:46][CH:45]([CH2:47]OS(C2C=CC(C)=CC=2)(=O)=O)[CH2:44]1. Product: [F:18][C:17]1[C:12]([NH:11][C@@H:7]2[CH2:8][CH2:9][CH2:10][N:5]([C:1](=[O:4])[CH:2]=[CH2:3])[CH2:6]2)=[N:13][C:14]([NH:19][C:20]2[CH:21]=[C:22]3[C:27](=[CH:28][CH:29]=2)[CH2:26][N:25]([CH2:47][CH:45]2[CH2:46][O:43][CH2:44]2)[CH2:24][CH2:23]3)=[N:15][CH:16]=1. The catalyst class is: 67. (5) Reactant: [N+:1]([O-:4])(O)=[O:2].[CH3:5][CH:6]([CH3:22])[CH2:7][NH:8][C:9]1[C:18]2[C:13](=[CH:14][N:15]=[CH:16][CH:17]=2)[N:12]2[N:19]=[N:20][N:21]=[C:11]2[CH:10]=1. The catalyst class is: 15. Product: [CH3:5][CH:6]([CH3:22])[CH2:7][NH:8][C:9]1[C:18]2[C:13](=[CH:14][N:15]=[CH:16][CH:17]=2)[N:12]2[N:19]=[N:20][N:21]=[C:11]2[C:10]=1[N+:1]([O-:4])=[O:2].